From a dataset of Full USPTO retrosynthesis dataset with 1.9M reactions from patents (1976-2016). Predict the reactants needed to synthesize the given product. (1) Given the product [OH:26][C:1]1[CH:6]=[CH:5][C:4]([CH2:7][CH2:8][C:9]([NH:29][CH:28]([CH:34]([CH3:39])[CH3:35])[C:12]([OH:22])=[O:21])=[O:11])=[CH:3][CH:2]=1, predict the reactants needed to synthesize it. The reactants are: [CH:1]1[CH:2]=[CH:3][C:4]([CH2:7][CH2:8][C:9]([OH:11])=O)=[CH:5][CH:6]=1.[C:12]([OH:22])(=[O:21])C=CC1C=CC=CC=1.[H][H].N[OH:26].N=[C:28]=[NH:29].ON1[C:35]2C=CC=[CH:39][C:34]=2N=N1. (2) Given the product [CH2:1]([O:8][C:9](=[O:16])[NH:10][C:11]1([C:14](=[NH:15])[NH:18][OH:19])[CH2:13][CH2:12]1)[C:2]1[CH:3]=[CH:4][CH:5]=[CH:6][CH:7]=1, predict the reactants needed to synthesize it. The reactants are: [CH2:1]([O:8][C:9](=[O:16])[NH:10][C:11]1([C:14]#[N:15])[CH2:13][CH2:12]1)[C:2]1[CH:7]=[CH:6][CH:5]=[CH:4][CH:3]=1.Cl.[NH2:18][OH:19].C([O-])([O-])=O.[K+].[K+]. (3) Given the product [NH2:11][C:14]1[N:22]=[C:21]([Cl:23])[N:20]=[C:19]2[C:15]=1[N:16]=[CH:17][N:18]2[C@@H:24]1[O:38][C@H:37]([CH2:39][OH:40])[C@@H:26]([OH:27])[CH2:25]1, predict the reactants needed to synthesize it. The reactants are: [I-].C(N1C=C[N+:11]([C:14]2[N:22]=[C:21]([Cl:23])[N:20]=[C:19]3[C:15]=2[N:16]=[CH:17][N:18]3[C@@H:24]2[O:38][C@H:37]([CH2:39][O:40]C(C3C=CC(C)=CC=3)=O)[C@@H:26]([O:27]C(C3C=CC(C)=CC=3)=O)[CH2:25]2)=C1CCC)C1C=CC=CC=1.N.CO. (4) Given the product [F:16][C:17]1[CH:22]=[CH:21][C:20]([C:2]2[N:6]([CH3:7])[CH:5]=[N:4][C:3]=2[C:8]2[CH:13]=[C:12]([C:14]#[N:15])[CH:11]=[CH:10][N:9]=2)=[CH:19][C:18]=1[OH:26], predict the reactants needed to synthesize it. The reactants are: Br[C:2]1[N:6]([CH3:7])[CH:5]=[N:4][C:3]=1[C:8]1[CH:13]=[C:12]([C:14]#[N:15])[CH:11]=[CH:10][N:9]=1.[F:16][C:17]1[CH:22]=[CH:21][C:20](B(O)O)=[CH:19][C:18]=1[OH:26]. (5) The reactants are: [NH2:1][C:2]1[N:6]([C:7]2[CH:8]=[C:9]([CH2:13][C:14]([O:16][CH2:17][CH3:18])=[O:15])[CH:10]=[CH:11][CH:12]=2)[N:5]=[C:4]([C:19]([CH3:22])([CH3:21])[CH3:20])[CH:3]=1.C(N(CC)CC)C.[N-:30]=[C:31]=[O:32].[CH:33]1[CH:38]=[CH:37][CH:36]=[CH:35][CH:34]=1.Cl. Given the product [C:19]([C:4]1[CH:3]=[C:2]([NH:1][C:31]([NH:30][C:33]2[CH:38]=[CH:37][CH:36]=[CH:35][CH:34]=2)=[O:32])[N:6]([C:7]2[CH:8]=[C:9]([CH2:13][C:14]([O:16][CH2:17][CH3:18])=[O:15])[CH:10]=[CH:11][CH:12]=2)[N:5]=1)([CH3:21])([CH3:20])[CH3:22], predict the reactants needed to synthesize it. (6) Given the product [NH2:1][C:2]1[N:7]=[CH:6][N:5]=[C:4]2[N:8]([CH:12]3[CH2:15][N:14]([C:16]([O:18][C:19]([CH3:22])([CH3:21])[CH3:20])=[O:17])[CH2:13]3)[N:9]=[C:10]([C:36]3[CH:35]=[CH:34][C:33]([NH:32][C:30]4[O:31][C:27]5[C:26]([CH3:49])=[CH:25][C:24]([CH3:23])=[CH:48][C:28]=5[N:29]=4)=[CH:38][CH:37]=3)[C:3]=12, predict the reactants needed to synthesize it. The reactants are: [NH2:1][C:2]1[N:7]=[CH:6][N:5]=[C:4]2[N:8]([CH:12]3[CH2:15][N:14]([C:16]([O:18][C:19]([CH3:22])([CH3:21])[CH3:20])=[O:17])[CH2:13]3)[N:9]=[C:10](I)[C:3]=12.[CH3:23][C:24]1[CH:25]=[C:26]([CH3:49])[C:27]2[O:31][C:30]([NH:32][C:33]3[CH:38]=[CH:37][C:36](B4OC(C)(C)C(C)(C)O4)=[CH:35][CH:34]=3)=[N:29][C:28]=2[CH:48]=1.C(=O)([O-])[O-].[Na+].[Na+]. (7) Given the product [NH2:30][C:27]1[CH:26]=[CH:25][C:24]([C:19]2[C:18](=[O:33])[C:17]3[C:22](=[CH:23][C:14]([O:13][CH2:12][C:8]4[CH:7]=[C:6]([CH:11]=[CH:10][CH:9]=4)[C:5]([O:4][CH2:1][CH:2]=[CH2:3])=[O:34])=[CH:15][CH:16]=3)[O:21][CH:20]=2)=[CH:29][CH:28]=1, predict the reactants needed to synthesize it. The reactants are: [CH2:1]([O:4][C:5](=[O:34])[C:6]1[CH:11]=[CH:10][CH:9]=[C:8]([CH2:12][O:13][C:14]2[CH:23]=[C:22]3[C:17]([C:18](=[O:33])[C:19]([C:24]4[CH:29]=[CH:28][C:27]([N+:30]([O-])=O)=[CH:26][CH:25]=4)=[CH:20][O:21]3)=[CH:16][CH:15]=2)[CH:7]=1)[CH:2]=[CH2:3].S(S([O-])=O)([O-])=O.[Na+].[Na+]. (8) The reactants are: [CH2:1]([C:3]1[CH:8]=[C:7]([CH3:9])[CH:6]=[C:5]([CH2:10][CH3:11])[C:4]=1[CH:12]1[C:19](=[O:20])[CH:18]2[CH:14]([CH2:15][CH:16]([CH2:21][CH2:22][CH2:23][CH:24]=O)[CH2:17]2)[C:13]1=[O:26])[CH3:2].Cl.[CH3:28][O:29][NH2:30].C(N(CC)CC)C. Given the product [CH2:10]([C:5]1[CH:6]=[C:7]([CH3:9])[CH:8]=[C:3]([CH2:1][CH3:2])[C:4]=1[CH:12]1[C:13](=[O:26])[CH:14]2[CH:18]([CH2:17][CH:16]([CH2:21][CH2:22][C:23](=[N:30][O:29][CH3:28])[CH3:24])[CH2:15]2)[C:19]1=[O:20])[CH3:11], predict the reactants needed to synthesize it.